Dataset: Catalyst prediction with 721,799 reactions and 888 catalyst types from USPTO. Task: Predict which catalyst facilitates the given reaction. (1) Reactant: [Br:1][C:2]1[CH:3]=[C:4]2[C:8](=[CH:9][CH:10]=1)[NH:7][N:6]=[CH:5]2.[H-].[Na+].[S:13](Cl)([C:16]1[CH:22]=[CH:21][C:19]([CH3:20])=[CH:18][CH:17]=1)(=[O:15])=[O:14]. Product: [Br:1][C:2]1[CH:3]=[C:4]2[C:8](=[CH:9][CH:10]=1)[N:7]([S:13]([C:16]1[CH:22]=[CH:21][C:19]([CH3:20])=[CH:18][CH:17]=1)(=[O:15])=[O:14])[N:6]=[CH:5]2. The catalyst class is: 9. (2) Reactant: [CH3:1][N:2]([CH3:29])[CH:3]1[CH2:8][CH2:7][CH:6]([O:9][C:10]2[C:11]3[CH:18]=[C:17]([CH2:19][CH2:20][NH:21]C(=O)OC(C)(C)C)[S:16][C:12]=3[N:13]=[CH:14][N:15]=2)[CH2:5][CH2:4]1.[C:30]([OH:36])([C:32]([F:35])([F:34])[F:33])=[O:31]. Product: [F:33][C:32]([F:35])([F:34])[C:30]([OH:36])=[O:31].[NH2:21][CH2:20][CH2:19][C:17]1[S:16][C:12]2[N:13]=[CH:14][N:15]=[C:10]([O:9][CH:6]3[CH2:7][CH2:8][CH:3]([N:2]([CH3:29])[CH3:1])[CH2:4][CH2:5]3)[C:11]=2[CH:18]=1. The catalyst class is: 2. (3) Reactant: O[CH2:2][C:3]1[CH:8]=[CH:7][N:6]=[C:5]([NH:9][C:10](=[O:16])[O:11][C:12]([CH3:15])([CH3:14])[CH3:13])[CH:4]=1.C(Br)(Br)(Br)[Br:18].C1(P(C2C=CC=CC=2)C2C=CC=CC=2)C=CC=CC=1. Product: [Br:18][CH2:2][C:3]1[CH:8]=[CH:7][N:6]=[C:5]([NH:9][C:10](=[O:16])[O:11][C:12]([CH3:15])([CH3:14])[CH3:13])[CH:4]=1. The catalyst class is: 4. (4) Reactant: C([O-])=O.[CH3:4][N+:5]([CH3:35])([CH3:34])[CH2:6][C@H:7]([NH:16][C:17]([NH:19][CH2:20][CH2:21][CH2:22][CH2:23][CH2:24][CH2:25][O:26][CH2:27][CH2:28][CH2:29][CH2:30][CH2:31][CH2:32][CH3:33])=[O:18])[CH2:8][C:9]([O:11]CC(C)C)=[O:10]. Product: [CH3:35][N+:5]([CH3:4])([CH3:34])[CH2:6][C@H:7]([NH:16][C:17]([NH:19][CH2:20][CH2:21][CH2:22][CH2:23][CH2:24][CH2:25][O:26][CH2:27][CH2:28][CH2:29][CH2:30][CH2:31][CH2:32][CH3:33])=[O:18])[CH2:8][C:9]([O-:11])=[O:10]. The catalyst class is: 619. (5) Reactant: [C:1]1(=[O:17])[N:5]([CH2:6][CH2:7][CH2:8][CH2:9][CH2:10]O)[C:4](=[O:12])[C:3]2=[CH:13][CH:14]=[CH:15][CH:16]=[C:2]12.P(Br)(Br)[Br:19].C(=O)([O-])O.[Na+]. Product: [Br:19][CH2:10][CH2:9][CH2:8][CH2:7][CH2:6][N:5]1[C:4](=[O:12])[C:3]2=[CH:13][CH:14]=[CH:15][CH:16]=[C:2]2[C:1]1=[O:17]. The catalyst class is: 27. (6) Reactant: [Cl:1][C:2]1[CH:3]=[CH:4][C:5]([O:12][CH2:13][C:14]2[CH:19]=[CH:18][CH:17]=[CH:16][CH:15]=2)=[C:6]([CH2:8][C:9](=[S:11])[NH2:10])[CH:7]=1.C(=O)([O-])O.[K+].Br[CH2:26][C:27](=O)[C:28]([O:30][CH2:31][CH3:32])=[O:29].FC(F)(F)C(OC(=O)C(F)(F)F)=O.N1C=CC=CC=1. Product: [Cl:1][C:2]1[CH:3]=[CH:4][C:5]([O:12][CH2:13][C:14]2[CH:19]=[CH:18][CH:17]=[CH:16][CH:15]=2)=[C:6]([CH2:8][C:9]2[S:11][CH:26]=[C:27]([C:28]([O:30][CH2:31][CH3:32])=[O:29])[N:10]=2)[CH:7]=1. The catalyst class is: 57. (7) Reactant: [O:1]([C:8]1[CH:13]=[CH:12][C:11]([C:14]2[C:22]3[C:17](=[N:18][CH:19]=[N:20][C:21]=3[NH2:23])[N:16]([CH:24]3[CH2:29][CH2:28][NH:27][CH2:26][CH2:25]3)[N:15]=2)=[CH:10][CH:9]=1)[C:2]1[CH:7]=[CH:6][CH:5]=[CH:4][CH:3]=1.[C:30]([O:34][C:35]([N:37]([CH3:42])[CH2:38][C:39](O)=[O:40])=[O:36])([CH3:33])([CH3:32])[CH3:31].CCN(C(C)C)C(C)C.ON1C2N=CC=CC=2N=N1. Product: [NH2:23][C:21]1[N:20]=[CH:19][N:18]=[C:17]2[N:16]([CH:24]3[CH2:29][CH2:28][N:27]([C:39](=[O:40])[CH2:38][N:37]([CH3:42])[C:35](=[O:36])[O:34][C:30]([CH3:32])([CH3:33])[CH3:31])[CH2:26][CH2:25]3)[N:15]=[C:14]([C:11]3[CH:10]=[CH:9][C:8]([O:1][C:2]4[CH:7]=[CH:6][CH:5]=[CH:4][CH:3]=4)=[CH:13][CH:12]=3)[C:22]=12. The catalyst class is: 9. (8) Reactant: [C:1]1(B(O)O)[CH:6]=[CH:5][CH:4]=[CH:3][CH:2]=1.[Zn](CC)CC.CN([C@@H](C1C=CC=CC=1)C1C2C(=CC=CC=2)C=CC=1O)[C@H](C1C=CC=CC=1)C.[Cl:43][C:44]1[CH:51]=[CH:50][CH:49]=[CH:48][C:45]=1[CH:46]=[O:47]. Product: [Cl:43][C:44]1[CH:51]=[CH:50][CH:49]=[CH:48][C:45]=1[C@@H:46]([C:1]1[CH:6]=[CH:5][CH:4]=[CH:3][CH:2]=1)[OH:47]. The catalyst class is: 11.